Dataset: Full USPTO retrosynthesis dataset with 1.9M reactions from patents (1976-2016). Task: Predict the reactants needed to synthesize the given product. (1) Given the product [C:23]([O:22][C:20]([N:3]1[C@H:2]([C:27]([O:29][CH3:47])=[O:28])[CH2:6][C@@H:5]([O:7][C:8]([N:10]2[CH2:18][C:17]3[C:12](=[CH:13][CH:14]=[CH:15][C:16]=3[C:41]#[C:40][CH2:39][CH2:38][CH2:37][O:36][C:34]([NH:33][C@H:32]([C:42]([OH:44])=[O:43])[C:31]([CH3:46])([CH3:45])[CH3:30])=[O:35])[CH2:11]2)=[O:9])[CH2:4]1)=[O:21])([CH3:25])([CH3:24])[CH3:26], predict the reactants needed to synthesize it. The reactants are: C[C@@:2]1([C:27]([O-:29])=[O:28])[CH2:6][C@@H:5]([O:7][C:8]([N:10]2[CH2:18][C:17]3[C:12](=[CH:13][CH:14]=[CH:15][C:16]=3Br)[CH2:11]2)=[O:9])[CH2:4][N:3]1[C:20]([O:22][C:23]([CH3:26])([CH3:25])[CH3:24])=[O:21].[CH3:30][C:31]([CH3:46])([CH3:45])[C@@H:32]([C:42]([OH:44])=[O:43])[NH:33][C:34]([O:36][CH2:37][CH2:38][CH2:39][C:40]#[CH:41])=[O:35].[C:47]([O-])(O)=O.[Na+].CCOC(C)=O. (2) Given the product [Br:1][C:2]1[CH:10]=[C:9]2[C:5]([CH2:6][CH2:7][N:8]2[CH2:12][CH:13]2[CH2:18][CH2:17][O:16][CH2:15][CH2:14]2)=[CH:4][CH:3]=1, predict the reactants needed to synthesize it. The reactants are: [Br:1][C:2]1[CH:10]=[C:9]2[C:5]([CH2:6][CH2:7][NH:8]2)=[CH:4][CH:3]=1.Br[CH2:12][CH:13]1[CH2:18][CH2:17][O:16][CH2:15][CH2:14]1.C(=O)([O-])[O-].[Cs+].[Cs+]. (3) Given the product [CH:6]([C:5]1[CH:4]=[C:3]([CH3:11])[C:2]([O:1][S:14]([C:13]([F:26])([F:25])[F:12])(=[O:16])=[O:15])=[C:9]([CH3:10])[CH:8]=1)=[O:7], predict the reactants needed to synthesize it. The reactants are: [OH:1][C:2]1[C:9]([CH3:10])=[CH:8][C:5]([CH:6]=[O:7])=[CH:4][C:3]=1[CH3:11].[F:12][C:13]([F:26])([F:25])[S:14](O[S:14]([C:13]([F:26])([F:25])[F:12])(=[O:16])=[O:15])(=[O:16])=[O:15]. (4) The reactants are: C[O:2][C:3]1[CH:28]=[CH:27][C:6]2[C:7]([CH2:20][CH2:21][CH2:22][CH2:23][CH2:24][CH2:25][OH:26])=[C:8]([C:12]3[CH:17]=[CH:16][C:15]([O:18]C)=[CH:14][CH:13]=3)[CH2:9][CH2:10][CH2:11][C:5]=2[CH:4]=1.C[S-].[Na+]. Given the product [OH:26][CH2:25][CH2:24][CH2:23][CH2:22][CH2:21][CH2:20][C:7]1[C:6]2[CH:27]=[CH:28][C:3]([OH:2])=[CH:4][C:5]=2[CH2:11][CH2:10][CH2:9][C:8]=1[C:12]1[CH:17]=[CH:16][C:15]([OH:18])=[CH:14][CH:13]=1, predict the reactants needed to synthesize it. (5) Given the product [NH2:14][C:15]1[CH:24]=[C:23]2[C:18]([C:19](=[O:35])[C:20]([C:28]3[CH:29]=[CH:30][C:31]([Cl:34])=[CH:32][CH:33]=3)=[C:21]([CH:25]([CH3:26])[CH3:27])[O:22]2)=[CH:17][CH:16]=1, predict the reactants needed to synthesize it. The reactants are: C(=[N:14][C:15]1[CH:24]=[C:23]2[C:18]([C:19](=[O:35])[C:20]([C:28]3[CH:33]=[CH:32][C:31]([Cl:34])=[CH:30][CH:29]=3)=[C:21]([CH:25]([CH3:27])[CH3:26])[O:22]2)=[CH:17][CH:16]=1)(C1C=CC=CC=1)C1C=CC=CC=1.Cl.N. (6) Given the product [CH2:1]([N:8]1[C:16]2[C:11](=[CH:12][C:13]([C:17]([OH:26])([C:18]([F:19])([F:20])[F:21])[C:22]([F:23])([F:24])[F:25])=[CH:14][CH:15]=2)[CH:10]=[C:9]1[CH2:27][OH:28])[C:2]1[CH:3]=[CH:4][CH:5]=[CH:6][CH:7]=1, predict the reactants needed to synthesize it. The reactants are: [CH2:1]([N:8]1[C:16]2[C:11](=[CH:12][C:13]([C:17]([OH:26])([C:22]([F:25])([F:24])[F:23])[C:18]([F:21])([F:20])[F:19])=[CH:14][CH:15]=2)[CH:10]=[C:9]1[CH2:27][O:28][Si](C(C)C)(C(C)C)C(C)C)[C:2]1[CH:7]=[CH:6][CH:5]=[CH:4][CH:3]=1.[F-].C([N+](CCCC)(CCCC)CCCC)CCC.[NH4+].[Cl-].CCOCC.